From a dataset of Catalyst prediction with 721,799 reactions and 888 catalyst types from USPTO. Predict which catalyst facilitates the given reaction. (1) The catalyst class is: 262. Reactant: Cl.Br[C:3]1[CH:4]=[C:5]([CH:9]=[CH:10][CH:11]=1)[C:6](N)=[NH:7].[OH-].[Na+].Cl[C:20]1[C:19](=O)[C:18]([C:23]#[N:24])=[C:18]([C:23]#[N:24])[C:19](=O)[C:20]=1Cl.[CH2:28](O)C. Product: [N:7]1[C:6]2[C:18](=[CH:19][CH:20]=[C:9]3[CH:10]=[CH:11][CH:3]=[CH:4][C:5]3=2)[CH:23]=[N:24][CH:28]=1. (2) The catalyst class is: 110. Reactant: [CH3:1][N:2]1[CH:6]=[C:5]([N:7]2[CH:12]=[CH:11][C:10](=[O:13])[C:9]([CH2:14][C:15]3[CH:20]=[CH:19][CH:18]=[C:17](B4OC(C)(C)C(C)(C)O4)[CH:16]=3)=[N:8]2)[CH:4]=[N:3]1.Br[C:31]1[NH:32][C:33]([CH3:36])=[CH:34][N:35]=1.CC(C1C=C(C(C)C)C(C2C=CC=CC=2P(C2CCCCC2)C2CCCCC2)=C(C(C)C)C=1)C.C([O-])([O-])=O.[Cs+].[Cs+]. Product: [CH3:36][C:33]1[NH:32][C:31]([C:17]2[CH:16]=[C:15]([CH:20]=[CH:19][CH:18]=2)[CH2:14][C:9]2[C:10](=[O:13])[CH:11]=[CH:12][N:7]([C:5]3[CH:4]=[N:3][N:2]([CH3:1])[CH:6]=3)[N:8]=2)=[N:35][CH:34]=1. (3) Reactant: [NH2:1][C:2]1[CH:3]=[C:4]([CH3:22])[C:5]([F:21])=[C:6]([C@:8]2([CH2:19][F:20])[CH2:13][C@@H:12]([C:14]([F:17])([F:16])[F:15])[O:11][C:10]([NH2:18])=[N:9]2)[CH:7]=1.[F:23][CH:24]([F:35])[C:25]1[CH:26]=[C:27]([CH3:34])[C:28]([C:31](O)=[O:32])=[N:29][CH:30]=1.CCCP1(OP(CCC)(=O)OP(CCC)(=O)O1)=O. Product: [NH2:18][C:10]1[O:11][C@H:12]([C:14]([F:17])([F:15])[F:16])[CH2:13][C@:8]([C:6]2[CH:7]=[C:2]([NH:1][C:31](=[O:32])[C:28]3[C:27]([CH3:34])=[CH:26][C:25]([CH:24]([F:23])[F:35])=[CH:30][N:29]=3)[CH:3]=[C:4]([CH3:22])[C:5]=2[F:21])([CH2:19][F:20])[N:9]=1. The catalyst class is: 3.